From a dataset of Catalyst prediction with 721,799 reactions and 888 catalyst types from USPTO. Predict which catalyst facilitates the given reaction. (1) Reactant: [Cl:1][C:2]1[CH:7]=[CH:6][C:5]([C:8]2[N:12]([C:13]3[CH:18]=[CH:17][C:16]([Cl:19])=[CH:15][C:14]=3[Cl:20])[N:11]=[C:10]([C:21]([NH:23][NH2:24])=[O:22])[C:9]=2[S:25][CH3:26])=[CH:4][CH:3]=1.[C:27](O)(=[O:32])[C:28]([CH3:31])([CH3:30])[CH3:29].CCN=C=NCCCN(C)C.Cl. Product: [Cl:1][C:2]1[CH:7]=[CH:6][C:5]([C:8]2[N:12]([C:13]3[CH:18]=[CH:17][C:16]([Cl:19])=[CH:15][C:14]=3[Cl:20])[N:11]=[C:10]([C:21]([NH:23][NH:24][C:27](=[O:32])[C:28]([CH3:31])([CH3:30])[CH3:29])=[O:22])[C:9]=2[S:25][CH3:26])=[CH:4][CH:3]=1. The catalyst class is: 64. (2) Reactant: [C:1]([C:3]1[CH:4]=[C:5]([S:9](Cl)(=[O:11])=[O:10])[CH:6]=[CH:7][CH:8]=1)#[N:2].[CH:13]1([NH2:19])[CH2:18][CH2:17][CH2:16][CH2:15][CH2:14]1.[C:20](O[C:20]([O:22][C:23]([CH3:26])([CH3:25])[CH3:24])=[O:21])([O:22][C:23]([CH3:26])([CH3:25])[CH3:24])=[O:21].C(#N)C. Product: [C:1]([C:3]1[CH:4]=[C:5]([S:9]([N:19]([C:20]([O:22][C:23]([CH3:26])([CH3:25])[CH3:24])=[O:21])[CH:13]2[CH2:18][CH2:17][CH2:16][CH2:15][CH2:14]2)(=[O:11])=[O:10])[CH:6]=[CH:7][CH:8]=1)#[N:2]. The catalyst class is: 112. (3) Reactant: [C:1]([O:5][C:6]([N:8]1[CH2:13][CH2:12][C@H:11]([OH:14])[C@H:10]([F:15])[CH2:9]1)=[O:7])([CH3:4])([CH3:3])[CH3:2].[H-].[Na+].S(OC)(O[CH3:22])(=O)=O. Product: [C:1]([O:5][C:6]([N:8]1[CH2:13][CH2:12][C@H:11]([O:14][CH3:22])[C@H:10]([F:15])[CH2:9]1)=[O:7])([CH3:4])([CH3:2])[CH3:3]. The catalyst class is: 30. (4) Reactant: C(O[C:4](=[C:6]([C:9]#[N:10])[C:7]#[N:8])[CH3:5])C.Cl.Cl.[CH:13]1([NH:19][NH2:20])[CH2:18][CH2:17][CH2:16][CH2:15][CH2:14]1.C(N(CC)CC)C. Product: [NH2:10][C:9]1[N:19]([CH:13]2[CH2:18][CH2:17][CH2:16][CH2:15][CH2:14]2)[N:20]=[C:4]([CH3:5])[C:6]=1[C:7]#[N:8]. The catalyst class is: 14. (5) Reactant: [Br:1][C:2]1[CH:11]=[C:10]([CH2:12][C:13]2[CH:18]=[CH:17][C:16]([CH2:19][CH3:20])=[CH:15][CH:14]=2)[C:9]([Cl:21])=[CH:8][C:3]=1[O:4][CH2:5][CH2:6][OH:7].[F:22][C:23]([F:27])([F:26])[CH2:24]O. Product: [Br:1][C:2]1[CH:11]=[C:10]([CH2:12][C:13]2[CH:14]=[CH:15][C:16]([CH2:19][CH3:20])=[CH:17][CH:18]=2)[C:9]([Cl:21])=[CH:8][C:3]=1[O:4][CH2:5][CH2:6][O:7][CH2:24][C:23]([F:27])([F:26])[F:22]. The catalyst class is: 2.